From a dataset of Peptide-MHC class I binding affinity with 185,985 pairs from IEDB/IMGT. Regression. Given a peptide amino acid sequence and an MHC pseudo amino acid sequence, predict their binding affinity value. This is MHC class I binding data. (1) The peptide sequence is MFINDVHAL. The MHC is HLA-A02:06 with pseudo-sequence HLA-A02:06. The binding affinity (normalized) is 0.689. (2) The peptide sequence is DTPSPPEVER. The MHC is HLA-A68:01 with pseudo-sequence HLA-A68:01. The binding affinity (normalized) is 0.407. (3) The peptide sequence is MMCPFLFL. The MHC is H-2-Kb with pseudo-sequence H-2-Kb. The binding affinity (normalized) is 0.491. (4) The MHC is HLA-A03:01 with pseudo-sequence HLA-A03:01. The binding affinity (normalized) is 0.252. The peptide sequence is QVFKGVVIR. (5) The peptide sequence is IQDLEEPCTK. The MHC is HLA-A03:01 with pseudo-sequence HLA-A03:01. The binding affinity (normalized) is 0.0680. (6) The peptide sequence is KCYGVSATK. The MHC is HLA-B07:02 with pseudo-sequence HLA-B07:02. The binding affinity (normalized) is 0.0847. (7) The peptide sequence is VLLLITHYA. The MHC is HLA-A02:01 with pseudo-sequence HLA-A02:01. The binding affinity (normalized) is 0.907.